The task is: Predict which catalyst facilitates the given reaction.. This data is from Catalyst prediction with 721,799 reactions and 888 catalyst types from USPTO. (1) Reactant: Br[C:2]1[CH:3]=[C:4]([NH:18][C:19]2[CH:20]=[N:21][CH:22]=[CH:23][CH:24]=2)[CH:5]=[C:6]([O:8]CC2C=CC(OC)=CC=2)[CH:7]=1.P([O-])([O-])([O-])=O.[K+].[K+].[K+].[C:33]([C:35]1[CH:36]=[C:37]2[C:41](=[CH:42][CH:43]=1)[NH:40][CH:39]=[CH:38]2)#[N:34].CNCCNC. Product: [OH:8][C:6]1[CH:7]=[C:2]([N:40]2[C:41]3[C:37](=[CH:36][C:35]([C:33]#[N:34])=[CH:43][CH:42]=3)[CH:38]=[CH:39]2)[CH:3]=[C:4]([NH:18][C:19]2[CH:20]=[N:21][CH:22]=[CH:23][CH:24]=2)[CH:5]=1. The catalyst class is: 509. (2) Reactant: [Cl:1][C:2]1[CH:7]=[C:6]([Cl:8])[CH:5]=[CH:4][C:3]=1[CH:9]([CH3:22])[C:10]([C:12]1[C:20]2[C:15](=[CH:16][CH:17]=[C:18]([F:21])[CH:19]=2)[NH:14][CH:13]=1)=[O:11].[H-].[Na+].[C:25](O[C:25]([O:27][C:28]([CH3:31])([CH3:30])[CH3:29])=[O:26])([O:27][C:28]([CH3:31])([CH3:30])[CH3:29])=[O:26]. Product: [C:28]([O:27][C:25]([N:14]1[C:15]2[C:20](=[CH:19][C:18]([F:21])=[CH:17][CH:16]=2)[C:12]([C:10](=[O:11])[CH:9]([C:3]2[CH:4]=[CH:5][C:6]([Cl:8])=[CH:7][C:2]=2[Cl:1])[CH3:22])=[CH:13]1)=[O:26])([CH3:31])([CH3:30])[CH3:29]. The catalyst class is: 346.